From a dataset of Peptide-MHC class I binding affinity with 185,985 pairs from IEDB/IMGT. Regression. Given a peptide amino acid sequence and an MHC pseudo amino acid sequence, predict their binding affinity value. This is MHC class I binding data. (1) The peptide sequence is NVLSIAPI. The MHC is HLA-A02:02 with pseudo-sequence HLA-A02:02. The binding affinity (normalized) is 0.0213. (2) The peptide sequence is IFVDTMSIY. The MHC is HLA-A03:01 with pseudo-sequence HLA-A03:01. The binding affinity (normalized) is 0.0928. (3) The peptide sequence is RLRPGGKKK. The MHC is HLA-B57:01 with pseudo-sequence HLA-B57:01. The binding affinity (normalized) is 0. (4) The peptide sequence is YGIYCTLYVTV. The MHC is Mamu-B52 with pseudo-sequence Mamu-B52. The binding affinity (normalized) is 0.336. (5) The peptide sequence is SLWKDGAPL. The MHC is HLA-A02:01 with pseudo-sequence HLA-A02:01. The binding affinity (normalized) is 0.834.